This data is from Reaction yield outcomes from USPTO patents with 853,638 reactions. The task is: Predict the reaction yield, written as a fraction of the theoretical maximum amount of product (1.0 means a 100% yield; for example, 0.34 means a 34% yield). (1) The reactants are Br[C:2]1[CH:9]=[CH:8][C:5]([C:6]#[N:7])=[CH:4][CH:3]=1.[Li]CCCC.CCCCCC.I[C:22]1[CH:31]=[CH:30][CH:29]=[CH:28][C:23]=1[C:24]([O:26][CH3:27])=[O:25]. The catalyst is C1COCC1.[Zn+2].[Br-].[Br-].[Pd].C1(P(C2C=CC=CC=2)C2C=CC=CC=2)C=CC=CC=1. The product is [C:6]([C:5]1[CH:8]=[CH:9][C:2]([C:22]2[CH:31]=[CH:30][CH:29]=[CH:28][C:23]=2[C:24]([O:26][CH3:27])=[O:25])=[CH:3][CH:4]=1)#[N:7]. The yield is 0.920. (2) The reactants are Cl.C1C2C(=CC=CC=2)C=C(C2C=CC(O)=CC=2)N=1.C1C=CC2N(O)N=NC=2C=1.[CH3:29][C:30]([O:33][C:34]([NH:36][C@H:37]([C:59]([OH:61])=[O:60])[CH2:38][CH2:39][CH2:40][N:41]=[C:42]([NH:51]C(OC(C)(C)C)=O)[NH:43]C(OC(C)(C)C)=O)=[O:35])([CH3:32])[CH3:31].CCN=C=NCCCN(C)C.Cl.C(N(CC)C(C)C)(C)C. The catalyst is CN(C=O)C.O. The product is [C:34]([NH:36][C@H:37]([C:59]([OH:61])=[O:60])[CH2:38][CH2:39][CH2:40][NH:41][C:42](=[NH:43])[NH2:51])([O:33][C:30]([CH3:31])([CH3:29])[CH3:32])=[O:35]. The yield is 0.740. (3) The reactants are Cl[C:2]1[N:7]=[C:6]([O:8][C:9]2[CH:43]=[CH:42][CH:41]=[CH:40][C:10]=2[CH2:11][NH:12][C:13]([NH:15][C:16]2[N:20]([C:21]3[CH:26]=[CH:25][C:24]([CH3:27])=[C:23]([O:28][CH2:29][C:30]4[CH:35]=[CH:34][CH:33]=[CH:32][CH:31]=4)[CH:22]=3)[N:19]=[C:18]([C:36]([CH3:39])([CH3:38])[CH3:37])[CH:17]=2)=[O:14])[CH:5]=[CH:4][N:3]=1.[NH:44]1[CH2:49][CH2:48][O:47][CH2:46][CH2:45]1. The catalyst is C(O)C. The product is [O:47]1[CH2:48][CH2:49][N:44]([C:2]2[N:7]=[C:6]([O:8][C:9]3[CH:43]=[CH:42][CH:41]=[CH:40][C:10]=3[CH2:11][NH:12][C:13]([NH:15][C:16]3[N:20]([C:21]4[CH:26]=[CH:25][C:24]([CH3:27])=[C:23]([O:28][CH2:29][C:30]5[CH:31]=[CH:32][CH:33]=[CH:34][CH:35]=5)[CH:22]=4)[N:19]=[C:18]([C:36]([CH3:37])([CH3:38])[CH3:39])[CH:17]=3)=[O:14])[CH:5]=[CH:4][N:3]=2)[CH2:45][CH2:46]1. The yield is 0.860. (4) The reactants are [Br:1][C:2]1[CH:3]=[C:4]([N+:9]([O-:11])=[O:10])[C:5](O)=[N:6][CH:7]=1.CN(C=O)C.P(Br)(Br)([Br:19])=O.O. The catalyst is C1(C)C=CC=CC=1. The product is [Br:19][C:5]1[C:4]([N+:9]([O-:11])=[O:10])=[CH:3][C:2]([Br:1])=[CH:7][N:6]=1. The yield is 0.970. (5) The reactants are [NH2:1][CH:2]1[CH:7]2[CH:3]1[CH2:4][N:5]([CH2:8][CH2:9][N:10]1[C:15]3[CH:16]=[C:17]([C:20]#[N:21])[CH:18]=[CH:19][C:14]=3[O:13][CH2:12][C:11]1=[O:22])[CH2:6]2.[O:23]=[C:24]1[CH2:29][O:28][C:27]2[CH:30]=[CH:31][C:32]([CH:34]=O)=[N:33][C:26]=2[NH:25]1.C([BH3-])#N.[Na+]. No catalyst specified. The product is [O:22]=[C:11]1[N:10]([CH2:9][CH2:8][N:5]2[CH2:6][CH:7]3[CH:3]([CH:2]3[NH:1][CH2:34][C:32]3[CH:31]=[CH:30][C:27]4[O:28][CH2:29][C:24](=[O:23])[NH:25][C:26]=4[N:33]=3)[CH2:4]2)[C:15]2[CH:16]=[C:17]([C:20]#[N:21])[CH:18]=[CH:19][C:14]=2[O:13][CH2:12]1. The yield is 0.0600. (6) The reactants are [NH2:1][C:2]1[C:11]([CH:12]=O)=[CH:10][CH:9]=[CH:8][C:3]=1[C:4]([O:6][CH3:7])=[O:5].[CH:14](=O)[CH2:15][CH3:16].N1CCCCC1. The catalyst is CO. The product is [CH3:16][C:15]1[CH:14]=[N:1][C:2]2[C:11]([CH:12]=1)=[CH:10][CH:9]=[CH:8][C:3]=2[C:4]([O:6][CH3:7])=[O:5]. The yield is 0.660.